This data is from Reaction yield outcomes from USPTO patents with 853,638 reactions. The task is: Predict the reaction yield, written as a fraction of the theoretical maximum amount of product (1.0 means a 100% yield; for example, 0.34 means a 34% yield). (1) The reactants are [NH2:1][C:2]1[C:10]([Cl:11])=[CH:9][CH:8]=[CH:7][C:3]=1[C:4]([OH:6])=O.Cl[CH2:13][CH2:14][CH2:15][N:16]=[C:17]=[O:18]. The catalyst is O. The product is [Cl:11][C:10]1[CH:9]=[CH:8][CH:7]=[C:3]2[C:2]=1[N:1]=[C:17]1[N:16]([CH2:15][CH2:14][CH2:13][O:18]1)[C:4]2=[O:6]. The yield is 0.560. (2) The reactants are F[C:2]1[C:10]([F:11])=[C:9]([F:12])[C:8]([F:13])=[CH:7][C:3]=1[C:4]([OH:6])=[O:5].[I:14][C:15]1[CH:21]=[CH:20][C:18]([NH2:19])=[C:17]([CH3:22])[CH:16]=1.[Li]N. The catalyst is C1COCC1.C(#N)C. The product is [I:14][C:15]1[CH:21]=[CH:20][C:18]([NH:19][C:2]2[C:10]([F:11])=[C:9]([F:12])[C:8]([F:13])=[CH:7][C:3]=2[C:4]([OH:6])=[O:5])=[C:17]([CH3:22])[CH:16]=1. The yield is 0.540.